Dataset: Catalyst prediction with 721,799 reactions and 888 catalyst types from USPTO. Task: Predict which catalyst facilitates the given reaction. (1) Reactant: [CH3:1][C:2]1[CH:11]=[CH:10][C:9]2[C:4](=[C:5]([NH2:12])[CH:6]=[CH:7][CH:8]=2)[N:3]=1.[C:13]1([S:19](Cl)(=[O:21])=[O:20])[CH:18]=[CH:17][CH:16]=[CH:15][CH:14]=1. Product: [CH3:1][C:2]1[CH:11]=[CH:10][C:9]2[C:4](=[C:5]([NH:12][S:19]([C:13]3[CH:18]=[CH:17][CH:16]=[CH:15][CH:14]=3)(=[O:21])=[O:20])[CH:6]=[CH:7][CH:8]=2)[N:3]=1. The catalyst class is: 142. (2) Reactant: [C:1]12([CH2:11][C:12](O)=[O:13])[CH2:10][CH:5]3[CH2:6][CH:7]([CH2:9][CH:3]([CH2:4]3)[CH2:2]1)[CH2:8]2.C(N(C(C)C)CC)(C)C.CN(C(ON1N=NC2C=CC=CC1=2)=[N+](C)C)C.[B-](F)(F)(F)F.C1C=CC2N(O)N=NC=2C=1.O[NH:57][C:58](=[NH:67])[CH2:59][C:60]1[CH:65]=[CH:64][C:63]([CH3:66])=[CH:62][CH:61]=1. Product: [C:1]12([CH2:11][C:12]3[O:13][N:67]=[C:58]([CH2:59][C:60]4[CH:65]=[CH:64][C:63]([CH3:66])=[CH:62][CH:61]=4)[N:57]=3)[CH2:2][CH:3]3[CH2:9][CH:7]([CH2:6][CH:5]([CH2:4]3)[CH2:10]1)[CH2:8]2. The catalyst class is: 3.